Dataset: Full USPTO retrosynthesis dataset with 1.9M reactions from patents (1976-2016). Task: Predict the reactants needed to synthesize the given product. Given the product [F:17][C:14]1[CH:13]=[N:12][C:11]([C@@H:9]([NH:8][C:6]2[N:5]=[C:4]([NH:18][C:19]3[CH:23]=[C:22]([CH3:24])[NH:21][N:20]=3)[CH:3]=[C:2]([N:25]3[CH2:30][CH2:29][O:28][CH2:27][CH2:26]3)[N:7]=2)[CH3:10])=[N:16][CH:15]=1, predict the reactants needed to synthesize it. The reactants are: Cl[C:2]1[N:7]=[C:6]([NH:8][C@H:9]([C:11]2[N:16]=[CH:15][C:14]([F:17])=[CH:13][N:12]=2)[CH3:10])[N:5]=[C:4]([NH:18][C:19]2[CH:23]=[C:22]([CH3:24])[NH:21][N:20]=2)[CH:3]=1.[NH:25]1[CH2:30][CH2:29][O:28][CH2:27][CH2:26]1.CCN(C(C)C)C(C)C.